Dataset: Forward reaction prediction with 1.9M reactions from USPTO patents (1976-2016). Task: Predict the product of the given reaction. (1) Given the reactants [OH:1][C:2]1[CH:7]=[CH:6][C:5]([C:8]2[C:9]3[NH:13][C:12]([C:14]([C:46]4[CH:51]=[CH:50][C:49]([OH:52])=[CH:48][CH:47]=4)=[C:15]4[N:45]=[C:18]([C:19]([C:38]5[CH:43]=[CH:42][C:41]([OH:44])=[CH:40][CH:39]=5)=[C:20]5[NH:37][C:23](=[C:24]([C:30]6[CH:35]=[CH:34][C:33]([OH:36])=[CH:32][CH:31]=6)[C:25]6[CH:26]=[CH:27][C:28]=2[N:29]=6)[CH:22]=[CH:21]5)[CH:17]=[CH:16]4)=[CH:11][CH:10]=3)=[CH:4][CH:3]=1.C([O-])([O-])=O.[K+].[K+].Br[CH2:60][CH2:61][CH2:62][CH2:63][CH2:64][CH2:65][CH2:66][CH2:67][CH2:68][CH2:69][CH2:70][CH2:71][CH3:72].O, predict the reaction product. The product is: [OH:52][C:49]1[CH:48]=[CH:47][C:46]([C:14]2[C:12]3[NH:13][C:9]([C:8]([C:5]4[CH:6]=[CH:7][C:2]([O:1][CH2:72][CH2:71][CH2:70][CH2:69][CH2:68][CH2:67][CH2:66][CH2:65][CH2:64][CH2:63][CH2:62][CH2:61][CH3:60])=[CH:3][CH:4]=4)=[C:28]4[N:29]=[C:25]([C:24]([C:30]5[CH:31]=[CH:32][C:33]([OH:36])=[CH:34][CH:35]=5)=[C:23]5[NH:37][C:20](=[C:19]([C:38]6[CH:43]=[CH:42][C:41]([OH:44])=[CH:40][CH:39]=6)[C:18]6[CH:17]=[CH:16][C:15]=2[N:45]=6)[CH:21]=[CH:22]5)[CH:26]=[CH:27]4)=[CH:10][CH:11]=3)=[CH:51][CH:50]=1. (2) The product is: [CH2:1]([S:3]([C:6]1[CH:13]=[CH:12][C:9]([CH2:10][NH2:11])=[CH:8][CH:7]=1)(=[O:5])=[O:4])[CH3:2]. Given the reactants [CH2:1]([S:3]([C:6]1[CH:13]=[CH:12][C:9]([C:10]#[N:11])=[CH:8][CH:7]=1)(=[O:5])=[O:4])[CH3:2].N, predict the reaction product. (3) Given the reactants [NH2:1][C:2]1[N:10]=[CH:9][N:8]=[C:7]2[C:3]=1[N:4]=[CH:5][N:6]2[C@H:11]1[C@@H:15]2[O:16]C(C)(C)[O:18][C@@H:14]2[C@@H:13]([CH2:21][N:22]([CH2:40][CH2:41][OH:42])[CH2:23][CH2:24][CH2:25][NH:26][C:27]([NH:29][C:30]2[CH:35]=[CH:34][C:33]([C:36]([CH3:39])([CH3:38])[CH3:37])=[CH:32][CH:31]=2)=[O:28])[O:12]1.C([O-])([O-])=O.[K+].[K+].O, predict the reaction product. The product is: [NH2:1][C:2]1[N:10]=[CH:9][N:8]=[C:7]2[C:3]=1[N:4]=[CH:5][N:6]2[C@@H:11]1[O:12][C@H:13]([CH2:21][N:22]([CH2:40][CH2:41][OH:42])[CH2:23][CH2:24][CH2:25][NH:26][C:27]([NH:29][C:30]2[CH:35]=[CH:34][C:33]([C:36]([CH3:39])([CH3:37])[CH3:38])=[CH:32][CH:31]=2)=[O:28])[C@@H:14]([OH:18])[C@H:15]1[OH:16]. (4) Given the reactants [C:1]([C:3]1[CH:8]=[CH:7][C:6](OS(C(F)(F)F)(=O)=O)=[CH:5][C:4]=1[F:17])#[N:2].[Br-].[CH2:19]([Zn+])[C:20]1[CH:25]=[CH:24][CH:23]=[CH:22][CH:21]=1.[Cl-].[NH4+], predict the reaction product. The product is: [CH2:19]([C:6]1[CH:7]=[CH:8][C:3]([C:1]#[N:2])=[C:4]([F:17])[CH:5]=1)[C:20]1[CH:25]=[CH:24][CH:23]=[CH:22][CH:21]=1. (5) Given the reactants I[C:2]1[CH:3]=[C:4]([CH:7]=[CH:8][CH:9]=1)[CH2:5][OH:6].[NH:10]1[CH:14]=[CH:13][N:12]=[CH:11]1.C(=O)([O-])[O-].[K+].[K+].[F-].[K+], predict the reaction product. The product is: [N:10]1([C:2]2[CH:3]=[C:4]([CH2:5][OH:6])[CH:7]=[CH:8][CH:9]=2)[CH:14]=[CH:13][N:12]=[CH:11]1. (6) The product is: [C:30]([SiH2:34][O:20][C:7]([CH3:8])([CH3:5])[CH:11]1[CH2:10][N:9]([CH:13]2[CH2:19][CH2:18][CH2:17][CH2:16][CH2:15][CH2:14]2)[C:42](=[O:41])[CH2:43]1)([CH3:33])([CH3:32])[CH3:31]. Given the reactants [BH4-].[Na+].CO[C:5]([CH:7]1[CH2:11][C:10](=O)[N:9]([CH:13]2[CH2:19][CH2:18][CH2:17][CH2:16][CH2:15][CH2:14]2)[CH2:8]1)=O.[OH:20]P(O)(O)=O.N1C=CN=C1.[C:30]([Si:34](Cl)(C)C)([CH3:33])([CH3:32])[CH3:31].C([O:41][CH2:42][CH3:43])(=O)C, predict the reaction product. (7) Given the reactants [Cl:1][C:2]1[CH:3]=[N:4][N:5]([C:7]2([C:10]([OH:12])=O)[CH2:9][CH2:8]2)[CH:6]=1.[NH2:13][C:14]1[N:19]=[C:18]([N:20]2[CH2:25][CH2:24][CH2:23][C@@H:22]([C:26]([N:28]3[CH2:32][CH2:31][CH2:30][CH2:29]3)=[O:27])[CH2:21]2)[CH:17]=[CH:16][C:15]=1[N+:33]([O-:35])=[O:34].C(N(C(C)C)CC)(C)C.CCCP1(OP(CCC)(=O)OP(CCC)(=O)O1)=O, predict the reaction product. The product is: [Cl:1][C:2]1[CH:3]=[N:4][N:5]([C:7]2([C:10]([NH:13][C:14]3[C:15]([N+:33]([O-:35])=[O:34])=[CH:16][CH:17]=[C:18]([N:20]4[CH2:25][CH2:24][CH2:23][C@@H:22]([C:26]([N:28]5[CH2:32][CH2:31][CH2:30][CH2:29]5)=[O:27])[CH2:21]4)[N:19]=3)=[O:12])[CH2:8][CH2:9]2)[CH:6]=1. (8) Given the reactants C(O[C:4](=[O:22])[CH2:5][C:6]([CH:8]1[CH2:13][CH2:12][N:11]([C:14]([O:16][C:17]([CH3:20])([CH3:19])[CH3:18])=[O:15])[CH:10](C)[CH2:9]1)=O)C.[Br:23][C:24]1[CH:25]=[CH:26][CH:27]=[C:28]2[C:32]=1[NH:31][N:30]=[C:29]2[NH2:33].P([O-])([O-])([O-])=O.[K+].[K+].[K+], predict the reaction product. The product is: [Br:23][C:24]1[C:32]2[C:28](=[C:29]3[NH:33][C:4](=[O:22])[CH:5]=[C:6]([CH:8]4[CH2:9][CH2:10][N:11]([C:14]([O:16][C:17]([CH3:18])([CH3:19])[CH3:20])=[O:15])[CH2:12][CH2:13]4)[N:30]3[N:31]=2)[CH:27]=[CH:26][CH:25]=1.